Dataset: NCI-60 drug combinations with 297,098 pairs across 59 cell lines. Task: Regression. Given two drug SMILES strings and cell line genomic features, predict the synergy score measuring deviation from expected non-interaction effect. Drug 1: CC1=C(C=C(C=C1)NC(=O)C2=CC=C(C=C2)CN3CCN(CC3)C)NC4=NC=CC(=N4)C5=CN=CC=C5. Drug 2: CCN(CC)CCCC(C)NC1=C2C=C(C=CC2=NC3=C1C=CC(=C3)Cl)OC. Cell line: 786-0. Synergy scores: CSS=18.9, Synergy_ZIP=-6.25, Synergy_Bliss=1.06, Synergy_Loewe=0.691, Synergy_HSA=1.37.